From a dataset of Full USPTO retrosynthesis dataset with 1.9M reactions from patents (1976-2016). Predict the reactants needed to synthesize the given product. (1) Given the product [C:16]([C:3]1[C:4]([C:7]2[CH:8]=[CH:9][C:10]([N+:13]([O-:15])=[O:14])=[CH:11][CH:12]=2)=[N:5][S:6][C:2]=1[NH:1][C:28](=[O:29])[O:30][C:31]1[CH:36]=[CH:35][CH:34]=[CH:33][CH:32]=1)#[N:17], predict the reactants needed to synthesize it. The reactants are: [NH2:1][C:2]1[S:6][N:5]=[C:4]([C:7]2[CH:12]=[CH:11][C:10]([N+:13]([O-:15])=[O:14])=[CH:9][CH:8]=2)[C:3]=1[C:16]#[N:17].C(N(CC)C(C)C)(C)C.Cl[C:28]([O:30][C:31]1[CH:36]=[CH:35][CH:34]=[CH:33][CH:32]=1)=[O:29]. (2) Given the product [CH3:3][C:4]1[N:9]([C:10]2[CH:15]=[CH:14][CH:13]=[C:12]([C:16]([F:17])([F:18])[F:19])[CH:11]=2)[C:8](=[O:20])[C:7]([C:21]([OH:23])=[O:22])=[CH:6][C:5]=1[C:26]1[CH:31]=[CH:30][CH:29]=[CH:28][CH:27]=1, predict the reactants needed to synthesize it. The reactants are: [OH-].[Na+].[CH3:3][C:4]1[N:9]([C:10]2[CH:15]=[CH:14][CH:13]=[C:12]([C:16]([F:19])([F:18])[F:17])[CH:11]=2)[C:8](=[O:20])[C:7]([C:21]([O:23]CC)=[O:22])=[CH:6][C:5]=1[C:26]1[CH:31]=[CH:30][CH:29]=[CH:28][CH:27]=1. (3) Given the product [Cl:1][C:2]1[CH:7]=[CH:6][CH:5]=[CH:4][C:3]=1[C:8]1[C:12]([C:13]2[NH:14][CH:15]=[CH:16][N:17]=2)=[CH:11][N:10]([C:26]2[C:31]([CH3:32])=[CH:30][N:29]=[C:28]([NH:33][C:34]([CH:36]3[CH2:38][CH2:37]3)=[O:35])[CH:27]=2)[CH:9]=1, predict the reactants needed to synthesize it. The reactants are: [Cl:1][C:2]1[CH:7]=[CH:6][CH:5]=[CH:4][C:3]=1[C:8]1[C:12]([C:13]2[N:14](COCC[Si](C)(C)C)[CH:15]=[CH:16][N:17]=2)=[CH:11][N:10]([C:26]2[C:31]([CH3:32])=[CH:30][N:29]=[C:28]([N:33](CC3C=CC(OC)=CC=3OC)[C:34]([CH:36]3[CH2:38][CH2:37]3)=[O:35])[CH:27]=2)[CH:9]=1.C(O)(C(F)(F)F)=O. (4) Given the product [C:1]([O:5][C:6](=[O:16])[NH:7][C:8]1[CH:13]=[CH:12][C:11]([F:14])=[CH:10][C:9]=1[NH:15][C:22](=[O:21])[CH2:23][C:24](=[O:37])[C:25]1[CH:30]=[CH:29][CH:28]=[C:27]([C:31]2[CH:32]=[N:33][CH:34]=[CH:35][CH:36]=2)[CH:26]=1)([CH3:4])([CH3:2])[CH3:3], predict the reactants needed to synthesize it. The reactants are: [C:1]([O:5][C:6](=[O:16])[NH:7][C:8]1[CH:13]=[CH:12][C:11]([F:14])=[CH:10][C:9]=1[NH2:15])([CH3:4])([CH3:3])[CH3:2].C([O:21][C:22](=O)[CH2:23][C:24](=[O:37])[C:25]1[CH:30]=[CH:29][CH:28]=[C:27]([C:31]2[CH:32]=[N:33][CH:34]=[CH:35][CH:36]=2)[CH:26]=1)(C)(C)C. (5) Given the product [OH:3][CH2:4][CH:5]([CH2:16][OH:17])[CH2:6][CH2:7][N:8]1[CH:15]=[C:14]([I:1])[C:12](=[O:13])[NH:11][C:9]1=[O:10], predict the reactants needed to synthesize it. The reactants are: [I:1]Cl.[OH:3][CH2:4][CH:5]([CH2:16][OH:17])[CH2:6][CH2:7][N:8]1[CH:15]=[CH:14][C:12](=[O:13])[NH:11][C:9]1=[O:10].